This data is from Full USPTO retrosynthesis dataset with 1.9M reactions from patents (1976-2016). The task is: Predict the reactants needed to synthesize the given product. (1) Given the product [CH:21]([C:24]1[CH:29]=[CH:28][CH:27]=[CH:26][C:25]=1[O:30][CH2:16][CH2:15][CH2:14][O:13][C:10]1[CH:9]=[CH:8][C:7]([CH2:6][C@H:5]([O:18][CH3:19])[C:4]([OH:3])=[O:20])=[CH:12][CH:11]=1)([CH3:23])[CH3:22], predict the reactants needed to synthesize it. The reactants are: C([O:3][C:4](=[O:20])[C@@H:5]([O:18][CH3:19])[CH2:6][C:7]1[CH:12]=[CH:11][C:10]([O:13][CH2:14][CH2:15][CH2:16]Br)=[CH:9][CH:8]=1)C.[CH:21]([C:24]1[CH:29]=[CH:28][CH:27]=[CH:26][C:25]=1[OH:30])([CH3:23])[CH3:22].CO[C@@H](CC1C=CC(OCCCOC2C=CC=CC=2)=CC=1)C(O)=O. (2) Given the product [NH:1]([C:11]([O:13][C:14]([CH3:17])([CH3:16])[CH3:15])=[O:12])[C@H:2]([C:8]([OH:10])=[O:9])[CH2:3][C:4](=[O:7])[O:5][CH3:6].[CH2:26]1[CH2:27][CH2:28][C:29]([CH2:36][NH2:37])([CH2:32][C:33]([OH:35])=[O:34])[CH2:30][CH2:31]1, predict the reactants needed to synthesize it. The reactants are: [NH:1]([C:11]([O:13][C:14]([CH3:17])([CH3:16])[CH3:15])=[O:12])[C@H:2]([C:8]([OH:10])=[O:9])[CH2:3][C:4](=[O:7])[O:5][CH3:6].ON1C(=O)CCC1=O.[CH2:26]1[CH2:31][CH2:30][C:29]([CH2:36][NH2:37])([CH2:32][C:33]([OH:35])=[O:34])[CH2:28][CH2:27]1.C(=O)([O-])O.[Na+]. (3) Given the product [NH2:30][C:13]1[N:12]=[CH:11][C:10]([C:7]2[CH:8]=[CH:9][C:4]([C:3]([OH:31])=[O:2])=[CH:5][CH:6]=2)=[CH:15][C:14]=1[O:16][CH:17]([C:19]1[CH:24]=[CH:23][CH:22]=[C:21]([F:25])[C:20]=1[C:26]([F:29])([F:28])[F:27])[CH3:18], predict the reactants needed to synthesize it. The reactants are: C[O:2][C:3](=[O:31])[C:4]1[CH:9]=[CH:8][C:7]([C:10]2[CH:11]=[N:12][C:13]([NH2:30])=[C:14]([O:16][CH:17]([C:19]3[CH:24]=[CH:23][CH:22]=[C:21]([F:25])[C:20]=3[C:26]([F:29])([F:28])[F:27])[CH3:18])[CH:15]=2)=[CH:6][CH:5]=1.O.[Li+].[OH-]. (4) Given the product [OH:4][C:3]1[CH:5]=[CH:6][CH:7]=[CH:8][C:2]=1[CH:1]=[N:19][NH:18][C:10](=[O:17])[C:11]1[CH:16]=[CH:15][CH:14]=[N:13][CH:12]=1, predict the reactants needed to synthesize it. The reactants are: [CH:1](=O)[C:2]1[C:3](=[CH:5][CH:6]=[CH:7][CH:8]=1)[OH:4].[C:10]([NH:18][NH2:19])(=[O:17])[C:11]1[CH:16]=[CH:15][CH:14]=[N:13][CH:12]=1. (5) Given the product [CH2:2]([O:9][CH:10]([CH3:16])[CH:11]([B:13]([OH:15])[OH:14])[NH2:34])[C:3]1[CH:8]=[CH:7][CH:6]=[CH:5][CH:4]=1.[C:17]12([OH:28])[CH2:25][CH:21]([C:22]1([CH3:24])[CH3:23])[CH2:20][CH2:19][C:18]2([OH:27])[CH3:26], predict the reactants needed to synthesize it. The reactants are: Cl.[CH2:2]([O:9][CH:10]([CH3:16])[CH:11]([B:13]([OH:15])[OH:14])Cl)[C:3]1[CH:8]=[CH:7][CH:6]=[CH:5][CH:4]=1.[C:17]12([OH:28])[CH2:25][CH:21]([C:22]1([CH3:24])[CH3:23])[CH2:20][CH2:19][C:18]2([OH:27])[CH3:26].[Li+].C[Si]([N-:34][Si](C)(C)C)(C)C. (6) Given the product [S:16]1[CH:17]=[CH:18][CH:19]=[C:15]1/[CH:14]=[CH:13]/[S:10]([NH2:9])(=[O:11])=[O:12], predict the reactants needed to synthesize it. The reactants are: CC([NH:9][S:10](/[CH:13]=[CH:14]/[C:15]1[S:16][CH:17]=[CH:18][CH:19]=1)(=[O:12])=[O:11])(C)CC(C)(C)C.FC(F)(F)C(O)=O. (7) Given the product [N:1]1([C:2]2[C:7]3[O:8][CH2:9][C:10](=[O:12])[NH:11][C:6]=3[CH:5]=[CH:4][CH:3]=2)[CH2:19][CH2:18][NH:17][CH2:16][CH2:15]1, predict the reactants needed to synthesize it. The reactants are: [NH2:1][C:2]1[C:7]2[O:8][CH2:9][C:10](=[O:12])[NH:11][C:6]=2[CH:5]=[CH:4][CH:3]=1.Cl.Cl[CH2:15][CH2:16][NH:17][CH2:18][CH2:19]Cl.